From a dataset of Catalyst prediction with 721,799 reactions and 888 catalyst types from USPTO. Predict which catalyst facilitates the given reaction. Reactant: [CH3:1][C:2]1[CH:16]=[CH:15][C:5]([CH:6]=[C:7]([C:12](=O)[CH3:13])[C:8]([O:10][CH3:11])=[O:9])=[CH:4][CH:3]=1.Cl.[NH2:18][C:19]([NH2:26])=[CH:20][C:21]([O:23][CH2:24][CH3:25])=[O:22].CN1CCOCC1. Product: [NH2:18][C:19]1[NH:26][C:12]([CH3:13])=[C:7]([C:8]([O:10][CH3:11])=[O:9])[CH:6]([C:5]2[CH:15]=[CH:16][C:2]([CH3:1])=[CH:3][CH:4]=2)[C:20]=1[C:21]([O:23][CH2:24][CH3:25])=[O:22]. The catalyst class is: 32.